This data is from Forward reaction prediction with 1.9M reactions from USPTO patents (1976-2016). The task is: Predict the product of the given reaction. (1) Given the reactants Cl.[Cl:2][C:3]1[CH:4]=[N:5][N:6]([C:8]2[CH:22]=[CH:21][C:11]([O:12][CH2:13][C@@H:14]3[C@@H:19]([NH2:20])[CH2:18][CH2:17][O:16][CH2:15]3)=[CH:10][C:9]=2[F:23])[CH:7]=1.[CH3:24][S:25](Cl)(=[O:27])=[O:26].CO, predict the reaction product. The product is: [Cl:2][C:3]1[CH:4]=[N:5][N:6]([C:8]2[CH:22]=[CH:21][C:11]([O:12][CH2:13][C@@H:14]3[C@@H:19]([NH:20][S:25]([CH3:24])(=[O:27])=[O:26])[CH2:18][CH2:17][O:16][CH2:15]3)=[CH:10][C:9]=2[F:23])[CH:7]=1. (2) Given the reactants [O:1]=[C:2]1[CH2:6][CH2:5][CH2:4][N:3]1[CH2:7][C:8]1[C:9]([C:22]2[CH:27]=[CH:26][CH:25]=[CH:24][CH:23]=2)=[N:10][C:11]2[C:16]([C:17]=1[C:18]([O:20]C)=[O:19])=[CH:15][CH:14]=[CH:13][CH:12]=2.O[Li].O, predict the reaction product. The product is: [O:1]=[C:2]1[CH2:6][CH2:5][CH2:4][N:3]1[CH2:7][C:8]1[C:9]([C:22]2[CH:27]=[CH:26][CH:25]=[CH:24][CH:23]=2)=[N:10][C:11]2[C:16]([C:17]=1[C:18]([OH:20])=[O:19])=[CH:15][CH:14]=[CH:13][CH:12]=2. (3) Given the reactants [Cl:1][C:2]1[C:7]([C:8]#[N:9])=[CH:6][C:5]([F:10])=[C:4](Cl)[N:3]=1.C([N:14]([CH2:17][CH3:18])CC)C.C[CH2:20][O:21][C:22]([CH3:24])=[O:23], predict the reaction product. The product is: [Cl:1][C:2]1[N:3]=[C:4]([NH:14][C@H:17]2[CH:18]3[CH2:2][CH2:7][CH:6]([CH2:5][CH2:4]3)[C@@H:24]2[C:22]([O:21][CH3:20])=[O:23])[C:5]([F:10])=[CH:6][C:7]=1[C:8]#[N:9]. (4) Given the reactants [C:1]([O:5][C:6]([N:8]1[CH2:13][CH2:12][C:11]([C:21]#[N:22])([C:14]2[CH:19]=[CH:18][N:17]=[CH:16][C:15]=2F)[CH2:10][CH2:9]1)=[O:7])([CH3:4])([CH3:3])[CH3:2].C(O[AlH-](OC(C)(C)C)OC(C)(C)C)(C)(C)C.[Li+].[OH-].[Na+].O, predict the reaction product. The product is: [C:1]([O:5][C:6]([N:8]1[CH2:13][CH2:12][C:11]2([C:14]3[C:19](=[CH:18][N:17]=[CH:16][CH:15]=3)[NH:22][CH2:21]2)[CH2:10][CH2:9]1)=[O:7])([CH3:4])([CH3:3])[CH3:2]. (5) Given the reactants COC1C=C(OC)C=CC=1C[N:6]1[CH:15]=[CH:14][C:13]2[C:12](=[O:16])[N:11]([C:17]3[CH:22]=[CH:21][C:20]([O:23][CH2:24][C:25]([F:28])([F:27])[F:26])=[CH:19][CH:18]=3)[C:10]([S:29][CH2:30][CH3:31])=[N:9][C:8]=2[C:7]1=[O:32], predict the reaction product. The product is: [CH2:30]([S:29][C:10]1[N:11]([C:17]2[CH:22]=[CH:21][C:20]([O:23][CH2:24][C:25]([F:27])([F:28])[F:26])=[CH:19][CH:18]=2)[C:12](=[O:16])[C:13]2[CH:14]=[CH:15][NH:6][C:7](=[O:32])[C:8]=2[N:9]=1)[CH3:31]. (6) Given the reactants [N+:1]([C:4]1[CH:5]=[C:6]2[C:11](=[CH:12][CH:13]=1)[N:10]=[CH:9][NH:8][C:7]2=[O:14])([O-])=O, predict the reaction product. The product is: [NH2:1][C:4]1[CH:5]=[C:6]2[C:11](=[CH:12][CH:13]=1)[N:10]=[CH:9][NH:8][C:7]2=[O:14].